Dataset: Full USPTO retrosynthesis dataset with 1.9M reactions from patents (1976-2016). Task: Predict the reactants needed to synthesize the given product. Given the product [Cl:22][CH2:16][C:13]1[CH:12]=[CH:11][C:10]([C:7]2[CH:8]=[CH:9][C:4]([O:3][C:2]([F:19])([F:18])[F:1])=[CH:5][CH:6]=2)=[N:15][CH:14]=1, predict the reactants needed to synthesize it. The reactants are: [F:1][C:2]([F:19])([F:18])[O:3][C:4]1[CH:9]=[CH:8][C:7]([C:10]2[N:15]=[CH:14][C:13]([CH2:16]O)=[CH:12][CH:11]=2)=[CH:6][CH:5]=1.O=S(Cl)[Cl:22].